Dataset: Forward reaction prediction with 1.9M reactions from USPTO patents (1976-2016). Task: Predict the product of the given reaction. Given the reactants [Cl:1][C:2]1[CH:17]=[CH:16][C:5]2[S:6][C:7]3[CH:15]=[CH:14][CH:13]=[CH:12][C:8]=3[C:9](=O)[NH:10][C:4]=2[CH:3]=1.CN(C)C1C=CC=CC=1.O=P(Cl)(Cl)Cl.[NH:32]1[CH2:37][CH2:36][NH:35][CH2:34][CH2:33]1.Cl, predict the reaction product. The product is: [Cl:1][C:2]1[CH:17]=[CH:16][C:5]2[S:6][C:7]3[CH:15]=[CH:14][CH:13]=[CH:12][C:8]=3[C:9]([N:32]3[CH2:37][CH2:36][NH:35][CH2:34][CH2:33]3)=[N:10][C:4]=2[CH:3]=1.